This data is from Full USPTO retrosynthesis dataset with 1.9M reactions from patents (1976-2016). The task is: Predict the reactants needed to synthesize the given product. (1) Given the product [N:10]1[CH:11]=[CH:12][CH:13]=[C:8]([C:6]2[N:5]=[CH:4][N:3]([CH2:15][C:16]([O:18][CH3:19])=[O:17])[CH:7]=2)[CH:9]=1, predict the reactants needed to synthesize it. The reactants are: [H-].[Na+].[NH:3]1[CH:7]=[C:6]([C:8]2[CH:9]=[N:10][CH:11]=[CH:12][CH:13]=2)[N:5]=[CH:4]1.Br[CH2:15][C:16]([O:18][CH3:19])=[O:17]. (2) Given the product [C:39]([O:43][C:44]([NH:46][C@H:47]([C:59]([O:22][CH2:21][CH2:20][O:19][C:16]1[CH:17]=[CH:18][C:13]([C:9]2[C:8]([C:23]#[N:24])=[C:7]([S:25][CH2:26][C:27]3[N:28]=[C:29]([C:32]4[CH:37]=[CH:36][C:35]([Cl:38])=[CH:34][CH:33]=4)[S:30][CH:31]=3)[N:6]=[C:5]([N:1]3[CH2:2][CH2:3][CH2:4]3)[C:10]=2[C:11]#[N:12])=[CH:14][CH:15]=1)=[O:60])[CH2:48][CH2:49][CH2:50][NH:51][C:52]([O:54][C:55]([CH3:58])([CH3:57])[CH3:56])=[O:53])=[O:45])([CH3:41])([CH3:40])[CH3:42], predict the reactants needed to synthesize it. The reactants are: [N:1]1([C:5]2[C:10]([C:11]#[N:12])=[C:9]([C:13]3[CH:18]=[CH:17][C:16]([O:19][CH2:20][CH2:21][OH:22])=[CH:15][CH:14]=3)[C:8]([C:23]#[N:24])=[C:7]([S:25][CH2:26][C:27]3[N:28]=[C:29]([C:32]4[CH:37]=[CH:36][C:35]([Cl:38])=[CH:34][CH:33]=4)[S:30][CH:31]=3)[N:6]=2)[CH2:4][CH2:3][CH2:2]1.[C:39]([O:43][C:44]([NH:46][C@H:47]([C:59](O)=[O:60])[CH2:48][CH2:49][CH2:50][NH:51][C:52]([O:54][C:55]([CH3:58])([CH3:57])[CH3:56])=[O:53])=[O:45])([CH3:42])([CH3:41])[CH3:40].ClCCl.Cl.CN(C)CCCN=C=NCC. (3) The reactants are: [Cl:1][C:2]1[N:7]=[C:6](Cl)[CH:5]=[CH:4][N:3]=1.[C:9]1([CH:15]2[CH2:20][NH:19][CH2:18][CH2:17][NH:16]2)[CH:14]=[CH:13][CH:12]=[CH:11][CH:10]=1. Given the product [Cl:1][C:2]1[N:7]=[C:6]([N:19]2[CH2:18][CH2:17][NH:16][CH:15]([C:9]3[CH:14]=[CH:13][CH:12]=[CH:11][CH:10]=3)[CH2:20]2)[CH:5]=[CH:4][N:3]=1, predict the reactants needed to synthesize it. (4) The reactants are: C(OC([N:8]1[CH2:12][C@@H:11]([O:13][CH2:14][C:15]2[CH:20]=[CH:19][CH:18]=[CH:17][CH:16]=2)[CH2:10][C@H:9]1[C:21]([OH:23])=[O:22])=O)(C)(C)C.FC(F)(F)C(O)=O. Given the product [CH2:14]([O:13][C@@H:11]1[CH2:12][NH:8][C@H:9]([C:21]([OH:23])=[O:22])[CH2:10]1)[C:15]1[CH:20]=[CH:19][CH:18]=[CH:17][CH:16]=1, predict the reactants needed to synthesize it. (5) The reactants are: [CH3:1][CH:2]1[CH2:6][C:5]2[C:7]([C:26]([F:29])([F:28])[F:27])=[CH:8][CH:9]=[C:10]([C:11]([NH:13][C:14]3[C:15]([NH:24][CH3:25])=[N:16][CH:17]=[C:18]([C:20]([F:23])([F:22])[F:21])[CH:19]=3)=O)[C:4]=2[S:3]1(=[O:31])=[O:30].C1(C)C=CC(S(O)(=O)=O)=CC=1.O. Given the product [CH3:1][CH:2]1[CH2:6][C:5]2[C:7]([C:26]([F:29])([F:28])[F:27])=[CH:8][CH:9]=[C:10]([C:11]3[N:24]([CH3:25])[C:15]4=[N:16][CH:17]=[C:18]([C:20]([F:23])([F:22])[F:21])[CH:19]=[C:14]4[N:13]=3)[C:4]=2[S:3]1(=[O:31])=[O:30], predict the reactants needed to synthesize it. (6) Given the product [CH2:28]([C:35]1[CH:56]=[CH:55][C:38]([O:39][CH2:40][C@@H:41]2[CH2:45][CH2:44][CH2:43][N:42]2[CH2:46][CH2:47][CH2:48][C:49]2[O:53][NH:52][N:51]([CH3:54])[CH:50]=2)=[CH:37][CH:36]=1)[C:29]1[CH:30]=[CH:31][CH:32]=[CH:33][CH:34]=1, predict the reactants needed to synthesize it. The reactants are: COC(=O)CCCN1CCC[C@H]1COC1C=CC(CC2C=CC=CC=2)=CC=1.[CH2:28]([C:35]1[CH:56]=[CH:55][C:38]([O:39][CH2:40][C@H:41]2[CH2:45][CH2:44][CH2:43][N:42]2[CH2:46][CH2:47][CH2:48][C:49]2[O:53][NH:52][N:51]([CH3:54])[CH:50]=2)=[CH:37][CH:36]=1)[C:29]1[CH:34]=[CH:33][CH:32]=[CH:31][CH:30]=1. (7) Given the product [CH3:1][CH:2]1[CH2:6][CH2:5][CH:4]([O:7][C:15]2[CH:16]=[CH:17][CH:18]=[C:11]([N+:8]([O-:10])=[O:9])[C:12]=2[C:13]#[N:14])[CH2:3]1, predict the reactants needed to synthesize it. The reactants are: [CH3:1][CH:2]1[CH2:6][CH2:5][CH:4]([OH:7])[CH2:3]1.[N+:8]([C:11]1[CH:18]=[CH:17][CH:16]=[C:15]([N+]([O-])=O)[C:12]=1[C:13]#[N:14])([O-:10])=[O:9].